Dataset: Reaction yield outcomes from USPTO patents with 853,638 reactions. Task: Predict the reaction yield, written as a fraction of the theoretical maximum amount of product (1.0 means a 100% yield; for example, 0.34 means a 34% yield). (1) The yield is 1.00. The product is [C:11]1([C:8]2[N:4]3[CH2:5][CH2:6][NH:7][CH2:2][C:3]3=[N:10][N:9]=2)[CH:12]=[CH:13][CH:14]=[CH:15][CH:16]=1. The catalyst is CCO.[Pd]. The reactants are Cl[C:2]1[C:3]2[N:4]([C:8]([C:11]3[CH:16]=[CH:15][CH:14]=[CH:13][CH:12]=3)=[N:9][N:10]=2)[CH:5]=[CH:6][N:7]=1.[H][H]. (2) The reactants are C(CC1C=CC(OC)=C([N:10]2[C:19]3[C:14](=[CH:15][C:16]([S:20]([N:23]([C:33]4[CH:37]=[CH:36][O:35][N:34]=4)CC4C=CC(OC)=CC=4)(=[O:22])=[O:21])=[CH:17][CH:18]=3)[CH:13]=[CH:12][C:11]2=[O:38])C=1)#N.C(O)(C(F)(F)F)=O. The catalyst is C(Cl)Cl. The product is [O:35]1[CH:36]=[CH:37][C:33]([NH:23][S:20]([C:16]2[CH:15]=[C:14]3[C:19](=[CH:18][CH:17]=2)[NH:10][C:11](=[O:38])[CH:12]=[CH:13]3)(=[O:22])=[O:21])=[N:34]1. The yield is 0.0301. (3) The reactants are N[C:2]1[CH:15]=[CH:14][C:13]2[C:12]3[C:7](=[CH:8][CH:9]=[CH:10][CH:11]=3)[CH2:6][CH2:5][C:4]=2[CH:3]=1.Cl.N([O-])=O.[Na+].[I-:21].[K+]. The catalyst is ClCCl.C(O)(=O)C. The product is [I:21][C:2]1[CH:15]=[CH:14][C:13]2[C:12]3[C:7](=[CH:8][CH:9]=[CH:10][CH:11]=3)[CH2:6][CH2:5][C:4]=2[CH:3]=1. The yield is 0.620. (4) The reactants are [C:1]([NH:4][C:5]1[C:10]2[O:11][CH2:12][O:13][C:9]=2[C:8]([C:14]([O:16][CH3:17])=[O:15])=[CH:7][CH:6]=1)(=[O:3])[CH3:2].C1C(=O)N([Cl:25])C(=O)C1. The catalyst is C(#N)C. The product is [C:1]([NH:4][C:5]1[C:10]2[O:11][CH2:12][O:13][C:9]=2[C:8]([C:14]([O:16][CH3:17])=[O:15])=[CH:7][C:6]=1[Cl:25])(=[O:3])[CH3:2]. The yield is 0.870. (5) The reactants are Br[C:2]1[S:6][C:5]([C:7]2[CH:12]=[CH:11][N:10]=[CH:9][CH:8]=2)=[N:4][C:3]=1[CH2:13][C:14]1[CH:19]=[CH:18][C:17]([Cl:20])=[CH:16][CH:15]=1.O1CCOCC1.C(OC([N:34]1[CH:38]=[CH:37][CH:36]=[C:35]1B(O)O)=O)(C)(C)C.C(=O)([O-])[O-].[Cs+].[Cs+]. The catalyst is C1C=CC([P]([Pd]([P](C2C=CC=CC=2)(C2C=CC=CC=2)C2C=CC=CC=2)([P](C2C=CC=CC=2)(C2C=CC=CC=2)C2C=CC=CC=2)[P](C2C=CC=CC=2)(C2C=CC=CC=2)C2C=CC=CC=2)(C2C=CC=CC=2)C2C=CC=CC=2)=CC=1.O. The product is [Cl:20][C:17]1[CH:18]=[CH:19][C:14]([CH2:13][C:3]2[N:4]=[C:5]([C:7]3[CH:12]=[CH:11][N:10]=[CH:9][CH:8]=3)[S:6][C:2]=2[C:35]2[NH:34][CH:38]=[CH:37][CH:36]=2)=[CH:15][CH:16]=1. The yield is 0.290. (6) The reactants are Cl[C:2]1[N:3]=[C:4]([NH:15][CH2:16][C:17]2[N:18]=[CH:19][C:20]3[C:25]([CH:26]=2)=[CH:24][CH:23]=[CH:22][CH:21]=3)[C:5]2[CH2:10][N:9]([CH:11]([CH3:13])[CH3:12])[C:8](=[O:14])[C:6]=2[N:7]=1.[CH3:27][C@H:28]1[CH2:33][NH:32][CH2:31][CH2:30][N:29]1[C:34]([O:36][C:37]([CH3:40])([CH3:39])[CH3:38])=[O:35].CCN(C(C)C)C(C)C. The catalyst is CCCCO. The product is [CH:11]([N:9]1[CH2:10][C:5]2[C:4]([NH:15][CH2:16][C:17]3[N:18]=[CH:19][C:20]4[C:25]([CH:26]=3)=[CH:24][CH:23]=[CH:22][CH:21]=4)=[N:3][C:2]([N:32]3[CH2:31][CH2:30][N:29]([C:34]([O:36][C:37]([CH3:40])([CH3:39])[CH3:38])=[O:35])[C@@H:28]([CH3:27])[CH2:33]3)=[N:7][C:6]=2[C:8]1=[O:14])([CH3:13])[CH3:12]. The yield is 0.153. (7) The yield is 0.250. The reactants are Br[C:2]1[CH:26]=[CH:25][C:5]2[N:6]([C:21]([CH3:24])([CH3:23])[CH3:22])[C:7]([C:9]3[CH:14]=[CH:13][CH:12]=[CH:11][C:10]=3[C:15]3[N:19]=[C:18]([CH3:20])[NH:17][N:16]=3)=[N:8][C:4]=2[CH:3]=1.[NH2:27][C:28]1[N:33]=[CH:32][C:31](B2OC(C)(C)C(C)(C)O2)=[CH:30][N:29]=1.C([O-])([O-])=O.[Na+].[Na+]. The product is [C:21]([N:6]1[C:5]2[CH:25]=[CH:26][C:2]([C:31]3[CH:30]=[N:29][C:28]([NH2:27])=[N:33][CH:32]=3)=[CH:3][C:4]=2[N:8]=[C:7]1[C:9]1[CH:14]=[CH:13][CH:12]=[CH:11][C:10]=1[C:15]1[N:19]=[C:18]([CH3:20])[NH:17][N:16]=1)([CH3:23])([CH3:22])[CH3:24]. The catalyst is CN(C=O)C.CCOC(C)=O.CC(P(C(C)(C)C)C1C=CC(N(C)C)=CC=1)(C)C.CC(P(C(C)(C)C)C1C=CC(N(C)C)=CC=1)(C)C.Cl[Pd]Cl.